The task is: Regression. Given two drug SMILES strings and cell line genomic features, predict the synergy score measuring deviation from expected non-interaction effect.. This data is from NCI-60 drug combinations with 297,098 pairs across 59 cell lines. (1) Drug 1: CC12CCC(CC1=CCC3C2CCC4(C3CC=C4C5=CN=CC=C5)C)O. Drug 2: CC1=C2C(C(=O)C3(C(CC4C(C3C(C(C2(C)C)(CC1OC(=O)C(C(C5=CC=CC=C5)NC(=O)OC(C)(C)C)O)O)OC(=O)C6=CC=CC=C6)(CO4)OC(=O)C)O)C)O. Cell line: MDA-MB-435. Synergy scores: CSS=66.9, Synergy_ZIP=10.2, Synergy_Bliss=8.39, Synergy_Loewe=-3.78, Synergy_HSA=7.94. (2) Drug 1: C1=CC(=CC=C1CC(C(=O)O)N)N(CCCl)CCCl.Cl. Drug 2: CCCCC(=O)OCC(=O)C1(CC(C2=C(C1)C(=C3C(=C2O)C(=O)C4=C(C3=O)C=CC=C4OC)O)OC5CC(C(C(O5)C)O)NC(=O)C(F)(F)F)O. Cell line: MALME-3M. Synergy scores: CSS=10.9, Synergy_ZIP=-3.04, Synergy_Bliss=0.948, Synergy_Loewe=-1.06, Synergy_HSA=-1.43. (3) Drug 1: C1=NC2=C(N1)C(=S)N=CN2. Cell line: HCT116. Drug 2: C1CCC(C(C1)N)N.C(=O)(C(=O)[O-])[O-].[Pt+4]. Synergy scores: CSS=78.1, Synergy_ZIP=-4.04, Synergy_Bliss=-4.60, Synergy_Loewe=-0.970, Synergy_HSA=2.23. (4) Drug 1: COC1=NC(=NC2=C1N=CN2C3C(C(C(O3)CO)O)O)N. Drug 2: CC1=C2C(C(=O)C3(C(CC4C(C3C(C(C2(C)C)(CC1OC(=O)C(C(C5=CC=CC=C5)NC(=O)OC(C)(C)C)O)O)OC(=O)C6=CC=CC=C6)(CO4)OC(=O)C)O)C)O. Cell line: OVCAR-5. Synergy scores: CSS=-19.5, Synergy_ZIP=1.51, Synergy_Bliss=-10.2, Synergy_Loewe=-30.0, Synergy_HSA=-25.4.